This data is from Forward reaction prediction with 1.9M reactions from USPTO patents (1976-2016). The task is: Predict the product of the given reaction. Given the reactants C[C:2]1[C:11]2[C:6](=[CH:7][C:8]([C:12](O)=[O:13])=[CH:9][CH:10]=2)[N:5]=[C:4]([NH:15][C:16]2[CH:21]=[CH:20][C:19]([S:22](=[O:25])(=[O:24])[NH2:23])=[CH:18][CH:17]=2)[N:3]=1.CN.C[CH2:29][N:30](C(C)C)C(C)C.CN(C(ON1N=NC2C=CC=CC1=2)=[N+](C)C)C.F[P-](F)(F)(F)(F)F, predict the reaction product. The product is: [CH3:29][NH:30][C:12]([C:8]1[CH:7]=[C:6]2[C:11]([CH:2]=[N:3][C:4]([NH:15][C:16]3[CH:17]=[CH:18][C:19]([S:22](=[O:25])(=[O:24])[NH2:23])=[CH:20][CH:21]=3)=[N:5]2)=[CH:10][CH:9]=1)=[O:13].